Dataset: NCI-60 drug combinations with 297,098 pairs across 59 cell lines. Task: Regression. Given two drug SMILES strings and cell line genomic features, predict the synergy score measuring deviation from expected non-interaction effect. (1) Drug 1: C1=CN(C(=O)N=C1N)C2C(C(C(O2)CO)O)O.Cl. Drug 2: CC(C)NC(=O)C1=CC=C(C=C1)CNNC.Cl. Cell line: UO-31. Synergy scores: CSS=25.3, Synergy_ZIP=-0.819, Synergy_Bliss=3.28, Synergy_Loewe=-2.16, Synergy_HSA=4.03. (2) Drug 1: CCCCC(=O)OCC(=O)C1(CC(C2=C(C1)C(=C3C(=C2O)C(=O)C4=C(C3=O)C=CC=C4OC)O)OC5CC(C(C(O5)C)O)NC(=O)C(F)(F)F)O. Drug 2: COCCOC1=C(C=C2C(=C1)C(=NC=N2)NC3=CC=CC(=C3)C#C)OCCOC.Cl. Cell line: MOLT-4. Synergy scores: CSS=41.7, Synergy_ZIP=0.341, Synergy_Bliss=0.561, Synergy_Loewe=-12.8, Synergy_HSA=0.0120.